This data is from CYP1A2 inhibition data for predicting drug metabolism from PubChem BioAssay. The task is: Regression/Classification. Given a drug SMILES string, predict its absorption, distribution, metabolism, or excretion properties. Task type varies by dataset: regression for continuous measurements (e.g., permeability, clearance, half-life) or binary classification for categorical outcomes (e.g., BBB penetration, CYP inhibition). Dataset: cyp1a2_veith. (1) The compound is COCOc1ccc(Br)cc1C(=O)/C=C\c1ccc2c(c1)OCO2. The result is 0 (non-inhibitor). (2) The drug is COC(=O)[C@@]1(Cc2ccc(F)cc2)[C@H]2c3cc(C(=O)N4CCCC4)n(CCc4ccccn4)c3C[C@H]2CN1C(=O)c1ccccc1. The result is 0 (non-inhibitor). (3) The drug is CO[C@H]1COC(=O)[C@H](C)NC(=O)C/C=C\[C@@H](C)[C@@H](NS(=O)(=O)c2ccc(C)cc2)COC(=O)C/C=C\[C@@H]1C. The result is 0 (non-inhibitor). (4) The drug is Cc1ccc(S(=O)(=O)O)cc1.N=C(N)SCCc1ccccn1. The result is 0 (non-inhibitor). (5) The molecule is O=C(c1cccc(F)c1)N1CCC2(CC1)CN(Cc1ccccc1)C2. The result is 0 (non-inhibitor). (6) The drug is Cc1c(OC(=O)c2ccc([N+](=O)[O-])cc2)c2c(c[n+]1C)COC(C)(C)OC2.[I-]. The result is 1 (inhibitor).